This data is from NCI-60 drug combinations with 297,098 pairs across 59 cell lines. The task is: Regression. Given two drug SMILES strings and cell line genomic features, predict the synergy score measuring deviation from expected non-interaction effect. Drug 1: CC1OCC2C(O1)C(C(C(O2)OC3C4COC(=O)C4C(C5=CC6=C(C=C35)OCO6)C7=CC(=C(C(=C7)OC)O)OC)O)O. Cell line: SF-539. Synergy scores: CSS=13.7, Synergy_ZIP=-4.99, Synergy_Bliss=-5.73, Synergy_Loewe=-5.09, Synergy_HSA=-3.20. Drug 2: CC(C)(C#N)C1=CC(=CC(=C1)CN2C=NC=N2)C(C)(C)C#N.